Dataset: Forward reaction prediction with 1.9M reactions from USPTO patents (1976-2016). Task: Predict the product of the given reaction. (1) Given the reactants [Cl:1][C:2]1[CH:7]=[C:6]([Cl:8])[C:5]([Cl:9])=[CH:4][C:3]=1[OH:10].C(=O)([O-])[O-].[K+].[K+].C([O:19][C:20](=[O:27])[CH2:21][CH2:22][CH2:23][CH2:24][CH2:25]Br)C, predict the reaction product. The product is: [Cl:1][C:2]1[CH:7]=[C:6]([Cl:8])[C:5]([Cl:9])=[CH:4][C:3]=1[O:10][CH2:25][CH2:24][CH2:23][CH2:22][CH2:21][C:20]([OH:27])=[O:19]. (2) The product is: [Cl:9][C:6]1[N:5]=[CH:4][N:3]=[C:2]([NH:13][CH2:11][CH3:12])[C:7]=1[NH2:8]. Given the reactants Cl[C:2]1[C:7]([NH2:8])=[C:6]([Cl:9])[N:5]=[CH:4][N:3]=1.Cl.[CH2:11]([NH2:13])[CH3:12].C(=O)([O-])[O-].[K+].[K+], predict the reaction product. (3) Given the reactants Br[C:2]1[CH:7]=[CH:6][CH:5]=[CH:4][C:3]=1[CH2:8][CH3:9].[Li][CH2:11][CH2:12][CH2:13][CH3:14].[O:15]1[C@H](CC)C1, predict the reaction product. The product is: [CH2:13]([C:12]1[CH:11]=[CH:4][CH:5]=[CH:6][C:7]=1[C@H:2]([OH:15])[CH2:3][CH2:8][CH3:9])[CH3:14]. (4) Given the reactants O[CH2:2][C@@H:3]([C@H:5]([C@@H:7]([C@@H:9]([CH2:11][OH:12])[OH:10])[OH:8])O)[OH:4].S(=O)(=O)(O)O, predict the reaction product. The product is: [CH2:11]1[O:12][C@@H:5]2[C@@H:3]([OH:4])[CH2:2][O:8][C@@H:7]2[C@@H:9]1[OH:10].